From a dataset of Forward reaction prediction with 1.9M reactions from USPTO patents (1976-2016). Predict the product of the given reaction. (1) The product is: [Cl:1][C:2]1[CH:35]=[CH:34][C:5]([CH2:6][N:7]2[C:15]3[C:10](=[CH:11][C:12]([CH:16]=[C:17]4[S:21][C:20](=[O:22])[N:19]([CH2:23][C@H:24]([OH:32])[CH2:25][NH:26][CH2:27][CH2:28][F:31])[C:18]4=[O:33])=[CH:13][CH:14]=3)[CH:9]=[N:8]2)=[C:4]([C:36]([F:38])([F:37])[F:39])[CH:3]=1. Given the reactants [Cl:1][C:2]1[CH:35]=[CH:34][C:5]([CH2:6][N:7]2[C:15]3[C:10](=[CH:11][C:12]([CH:16]=[C:17]4[S:21][C:20](=[O:22])[N:19]([CH2:23][C@H:24]([OH:32])[CH2:25][N:26]5CC[C@@H:28]([F:31])[CH2:27]5)[C:18]4=[O:33])=[CH:13][CH:14]=3)[CH:9]=[N:8]2)=[C:4]([C:36]([F:39])([F:38])[F:37])[CH:3]=1.FCCN, predict the reaction product. (2) Given the reactants [Cl:1][C:2]1[CH:37]=[CH:36][C:5]([CH2:6][C@@H:7]([NH:28][CH:29]2[CH2:34][CH2:33][C:32](=O)[CH2:31][CH2:30]2)[C:8]([N:10]2[CH2:15][CH2:14][C:13]([CH:22]3[CH2:27][CH2:26][CH2:25][CH2:24][CH2:23]3)([CH2:16][N:17]3[CH:21]=[N:20][CH:19]=[N:18]3)[CH2:12][CH2:11]2)=[O:9])=[CH:4][CH:3]=1.[CH2:38]1[C:46]2[C:41](=[CH:42][CH:43]=[CH:44][CH:45]=2)[CH2:40][NH:39]1.C(O[BH-](OC(=O)C)OC(=O)C)(=O)C.[Na+], predict the reaction product. The product is: [Cl:1][C:2]1[CH:37]=[CH:36][C:5]([CH2:6][C@@H:7]([NH:28][CH:29]2[CH2:34][CH2:33][CH:32]([N:39]3[CH2:40][C:41]4[C:46](=[CH:45][CH:44]=[CH:43][CH:42]=4)[CH2:38]3)[CH2:31][CH2:30]2)[C:8]([N:10]2[CH2:15][CH2:14][C:13]([CH:22]3[CH2:27][CH2:26][CH2:25][CH2:24][CH2:23]3)([CH2:16][N:17]3[CH:21]=[N:20][CH:19]=[N:18]3)[CH2:12][CH2:11]2)=[O:9])=[CH:4][CH:3]=1. (3) Given the reactants Br[C:2]1[CH:7]=[CH:6][C:5]([C:8]2[CH:13]=[CH:12][CH:11]=[CH:10][CH:9]=2)=[CH:4][CH:3]=1.II.Br[C:17]1[C:22](Br)=[C:21](Br)[C:20](Br)=[C:19](Br)[C:18]=1Br, predict the reaction product. The product is: [C:5]1([C:8]2[CH:13]=[CH:12][CH:11]=[CH:10][CH:9]=2)[CH:6]=[CH:7][CH:2]=[CH:3][C:4]=1[C:17]1[CH:22]=[C:21]([C:9]2[CH:10]=[CH:11][CH:12]=[CH:13][C:8]=2[C:5]2[CH:6]=[CH:7][CH:2]=[CH:3][CH:4]=2)[C:20]([C:9]2[CH:10]=[CH:11][CH:12]=[CH:13][C:8]=2[C:5]2[CH:6]=[CH:7][CH:2]=[CH:3][CH:4]=2)=[CH:19][C:18]=1[C:13]1[CH:12]=[CH:11][CH:10]=[CH:9][C:8]=1[C:5]1[CH:4]=[CH:3][CH:2]=[CH:7][CH:6]=1. (4) Given the reactants I/[CH:2]=[CH:3]/[C@@H:4]([C:11]1[CH:16]=[CH:15][C:14]([O:17]C2CCCCO2)=[CH:13][CH:12]=1)[CH2:5][C:6]([O:8][CH2:9][CH3:10])=[O:7].[CH3:24][C:25]1[CH:30]=[CH:29][C:28](S([O-])(=O)=O)=[CH:27][CH:26]=1.C1C=C[NH+]=CC=1, predict the reaction product. The product is: [OH:17][C:14]1[CH:13]=[CH:12][C:11]([C@H:4](/[CH:3]=[CH:2]/[CH2:24][C:25]2[CH:30]=[CH:29][CH:28]=[CH:27][CH:26]=2)[CH2:5][C:6]([O:8][CH2:9][CH3:10])=[O:7])=[CH:16][CH:15]=1. (5) Given the reactants C[O:2][C:3](=[O:17])[C:4]1[CH:9]=[CH:8][C:7]([N:10]2[CH2:15][CH2:14][N:13]([CH3:16])[CH2:12][CH2:11]2)=[CH:6][CH:5]=1.[ClH:18], predict the reaction product. The product is: [ClH:18].[CH3:16][N:13]1[CH2:12][CH2:11][N:10]([C:7]2[CH:8]=[CH:9][C:4]([C:3]([OH:17])=[O:2])=[CH:5][CH:6]=2)[CH2:15][CH2:14]1.